Predict the product of the given reaction. From a dataset of Forward reaction prediction with 1.9M reactions from USPTO patents (1976-2016). Given the reactants [CH3:1][O:2][C:3]1[C:4]([N:11]2[C:20](=[O:21])[C:19]3[C:14](=[CH:15][C:16]([C:22]([O:24]C)=[O:23])=[CH:17][CH:18]=3)[NH:13][C:12]2=[S:26])=[N:5][CH:6]=[C:7]([O:9][CH3:10])[CH:8]=1.[OH-].[Na+], predict the reaction product. The product is: [CH3:1][O:2][C:3]1[C:4]([N:11]2[C:20](=[O:21])[C:19]3[C:14](=[CH:15][C:16]([C:22]([OH:24])=[O:23])=[CH:17][CH:18]=3)[NH:13][C:12]2=[S:26])=[N:5][CH:6]=[C:7]([O:9][CH3:10])[CH:8]=1.